The task is: Predict the reactants needed to synthesize the given product.. This data is from Full USPTO retrosynthesis dataset with 1.9M reactions from patents (1976-2016). (1) Given the product [CH3:14][O:13][C:11]([C:9]1[CH:8]=[CH:7][N:6]2[C:2]([C:41]3[CH:42]=[CH:37][N:38]=[C:39]([C:43]4[CH:48]=[CH:47][N:46]=[CH:45][CH:44]=4)[N:40]=3)=[CH:3][N:4]=[C:5]2[N:10]=1)([O:15][CH3:16])[CH3:12], predict the reactants needed to synthesize it. The reactants are: Br[C:2]1[N:6]2[CH:7]=[CH:8][C:9]([C:11]([O:15][CH3:16])([O:13][CH3:14])[CH3:12])=[N:10][C:5]2=[N:4][CH:3]=1.C([Mg]Cl)(C)C.C([Sn](Cl)(CCCC)CCCC)CCC.Cl[C:37]1[CH:42]=[CH:41][N:40]=[C:39]([C:43]2[CH:48]=[CH:47][N:46]=[CH:45][CH:44]=2)[N:38]=1. (2) Given the product [CH3:44][O:45][C:46](=[O:47])[NH:48][C@@H:49]([CH:53]([CH3:55])[CH3:54])[C:31](=[O:32])[N:27]1[CH2:28][CH2:29][CH2:30][C@H:26]1[C:24]1[NH:25][C:21]2[CH:20]=[CH:19][C:18]3[C:38](=[CH:39][CH:40]=[C:41]4[C:12]5[CH:11]=[CH:10][C:9]([B:4]6[O:3][C:2]([CH3:42])([CH3:1])[C:6]([CH3:8])([CH3:7])[O:5]6)=[CH:14][C:13]=5[CH2:15][O:16][C:17]4=3)[C:22]=2[N:23]=1, predict the reactants needed to synthesize it. The reactants are: [CH3:1][C:2]1([CH3:42])[C:6]([CH3:8])([CH3:7])[O:5][B:4]([C:9]2[CH:10]=[CH:11][C:12]3[C:41]4[C:17](=[C:18]5[C:38](=[CH:39][CH:40]=4)[C:22]4[N:23]=[C:24]([C@@H:26]6[CH2:30][CH2:29][CH2:28][N:27]6[C:31](OC(C)(C)C)=[O:32])[NH:25][C:21]=4[CH:20]=[CH:19]5)[O:16][CH2:15][C:13]=3[CH:14]=2)[O:3]1.Cl.[CH3:44][O:45][C:46]([NH:48][C@@H:49]([CH:53]([CH3:55])[CH3:54])C(O)=O)=[O:47].CN(C(ON1N=NC2C=CC=NC1=2)=[N+](C)C)C.F[P-](F)(F)(F)(F)F.C(N(C(C)C)CC)(C)C. (3) Given the product [Cl:1][C:2]1[CH:3]=[CH:4][C:5]([C@:8]([C:21]2[CH:26]=[C:25]([C:27]([F:30])([F:29])[F:28])[CH:24]=[C:23]([F:31])[CH:22]=2)([NH:14][S@@:15]([C:17]([CH3:18])([CH3:19])[CH3:20])=[O:16])[CH2:9][C:10]([NH2:32])=[O:12])=[N:6][CH:7]=1, predict the reactants needed to synthesize it. The reactants are: [Cl:1][C:2]1[CH:3]=[CH:4][C:5]([C@:8]([C:21]2[CH:26]=[C:25]([C:27]([F:30])([F:29])[F:28])[CH:24]=[C:23]([F:31])[CH:22]=2)([NH:14][S@@:15]([C:17]([CH3:20])([CH3:19])[CH3:18])=[O:16])[CH2:9][C:10]([O:12]C)=O)=[N:6][CH:7]=1.[NH3:32]. (4) Given the product [Si:21]([O:11][CH2:10][C:7]1[CH:6]=[C:3]2[C:16](=[CH:15][CH:8]=1)[NH:12][N:26]=[C:4]2[NH2:5])([C:17]([CH3:20])([CH3:19])[CH3:18])([CH3:24])[CH3:23], predict the reactants needed to synthesize it. The reactants are: FC1C=[CH:8][C:7]([CH2:10][OH:11])=[CH:6][C:3]=1[C:4]#[N:5].[NH:12]1[CH:16]=[CH:15]N=C1.[C:17]([Si:21]([CH3:24])([CH3:23])Cl)([CH3:20])([CH3:19])[CH3:18].C[N:26](C=O)C. (5) Given the product [CH3:1][O:2][C:3]([C:5]1[S:13][C:8]2=[N:9][CH:10]=[CH:11][CH:12]=[C:7]2[C:6]=1[O:14][CH2:15][C:16]([OH:18])=[O:17])=[O:4], predict the reactants needed to synthesize it. The reactants are: [CH3:1][O:2][C:3]([C:5]1[S:13][C:8]2=[N:9][CH:10]=[CH:11][CH:12]=[C:7]2[C:6]=1[O:14][CH2:15][C:16]([O:18]C(C)(C)C)=[O:17])=[O:4]. (6) Given the product [CH:4]1([S:5]([C:8]2[CH:17]=[CH:16][C:11]([C:12]([OH:14])=[O:13])=[CH:10][CH:9]=2)(=[O:7])=[O:6])[CH2:2][CH2:3]1, predict the reactants needed to synthesize it. The reactants are: Cl[CH2:2][CH2:3][CH2:4][S:5]([C:8]1[CH:17]=[CH:16][C:11]([C:12]([O:14]C)=[O:13])=[CH:10][CH:9]=1)(=[O:7])=[O:6].CC(C)([O-])C.[K+]. (7) Given the product [NH2:1][C:2]1[C:3]([CH3:15])=[C:4]([CH:8]=[CH:9][C:10]=1[C:11]([F:14])([F:13])[F:12])[C:5]([CH:41]([C:40]([CH:37]1[CH2:38][CH2:39]1)=[O:49])[C:42]([O:44][C:45]([CH3:48])([CH3:46])[CH3:47])=[O:43])=[O:7], predict the reactants needed to synthesize it. The reactants are: [NH2:1][C:2]1[C:3]([CH3:15])=[C:4]([CH:8]=[CH:9][C:10]=1[C:11]([F:14])([F:13])[F:12])[C:5]([OH:7])=O.CN(C)CCCN=C=NCC.ON1C2C=CC=CC=2N=N1.[CH:37]1([C:40](=[O:49])[CH2:41][C:42]([O:44][C:45]([CH3:48])([CH3:47])[CH3:46])=[O:43])[CH2:39][CH2:38]1.[H-].[Na+].